From a dataset of Reaction yield outcomes from USPTO patents with 853,638 reactions. Predict the reaction yield, written as a fraction of the theoretical maximum amount of product (1.0 means a 100% yield; for example, 0.34 means a 34% yield). (1) The reactants are [C:1]([O:5][C:6]([N:8]([CH2:25][C@@H:26]1[CH2:35][CH2:34][C:33]2[C:28](=[CH:29][CH:30]=[C:31]([C:36]3[CH:45]=[CH:44][C:39]([C:40]([O:42][CH3:43])=[O:41])=[C:38]([OH:46])[CH:37]=3)[CH:32]=2)[O:27]1)[CH2:9][C@H:10]([O:17][Si:18]([C:21]([CH3:24])([CH3:23])[CH3:22])([CH3:20])[CH3:19])[C:11]1[CH:12]=[N:13][CH:14]=[CH:15][CH:16]=1)=[O:7])([CH3:4])([CH3:3])[CH3:2].I[CH2:48][CH:49]([CH3:51])[CH3:50].C(=O)([O-])[O-].[K+].[K+]. The catalyst is CN(C)C=O.O. The product is [C:1]([O:5][C:6]([N:8]([CH2:25][C@@H:26]1[CH2:35][CH2:34][C:33]2[C:28](=[CH:29][CH:30]=[C:31]([C:36]3[CH:45]=[CH:44][C:39]([C:40]([O:42][CH3:43])=[O:41])=[C:38]([O:46][CH2:48][CH:49]([CH3:51])[CH3:50])[CH:37]=3)[CH:32]=2)[O:27]1)[CH2:9][C@H:10]([O:17][Si:18]([C:21]([CH3:24])([CH3:23])[CH3:22])([CH3:20])[CH3:19])[C:11]1[CH:12]=[N:13][CH:14]=[CH:15][CH:16]=1)=[O:7])([CH3:2])([CH3:3])[CH3:4]. The yield is 0.740. (2) The reactants are C([O-])([O-])=O.[K+].[K+].[CH3:7][O:8][C:9]1[CH:14]=[CH:13][C:12]([N+:15]([O-:17])=[O:16])=[C:11](F)[CH:10]=1.[C:19]([NH:26][CH2:27][CH2:28][NH2:29])([O:21][C:22]([CH3:25])([CH3:24])[CH3:23])=[O:20]. The catalyst is CS(C)=O. The product is [C:22]([O:21][C:19](=[O:20])[NH:26][CH2:27][CH2:28][NH:29][C:11]1[CH:10]=[C:9]([O:8][CH3:7])[CH:14]=[CH:13][C:12]=1[N+:15]([O-:17])=[O:16])([CH3:25])([CH3:23])[CH3:24]. The yield is 0.980. (3) The reactants are C([N:8]1[CH2:13][CH2:12][C@@H:11]([F:14])[C@H:10]([NH:15][C:16](=[O:22])[O:17][C:18]([CH3:21])([CH3:20])[CH3:19])[CH2:9]1)C1C=CC=CC=1.[H][H]. The catalyst is CO.[Pd]. The product is [F:14][C@@H:11]1[CH2:12][CH2:13][NH:8][CH2:9][C@H:10]1[NH:15][C:16](=[O:22])[O:17][C:18]([CH3:20])([CH3:19])[CH3:21]. The yield is 0.960.